Dataset: TCR-epitope binding with 47,182 pairs between 192 epitopes and 23,139 TCRs. Task: Binary Classification. Given a T-cell receptor sequence (or CDR3 region) and an epitope sequence, predict whether binding occurs between them. (1) The epitope is HSKKKCDEL. The TCR CDR3 sequence is CASSSPSLADNNEQFF. Result: 0 (the TCR does not bind to the epitope). (2) The epitope is VLWAHGFEL. The TCR CDR3 sequence is CASSQAGVPSEQYF. Result: 1 (the TCR binds to the epitope).